From a dataset of Reaction yield outcomes from USPTO patents with 853,638 reactions. Predict the reaction yield, written as a fraction of the theoretical maximum amount of product (1.0 means a 100% yield; for example, 0.34 means a 34% yield). (1) The reactants are Br[C:2]1[C:7](=[O:8])[N:6]([CH2:9][C:10]2[CH:15]=[CH:14][C:13]([C:16]3[C:17]([C:22]#[N:23])=[CH:18][CH:19]=[CH:20][CH:21]=3)=[CH:12][CH:11]=2)[C:5]([CH2:24][CH2:25][CH3:26])=[N:4][C:3]=1[CH3:27].[CH3:28][C:29]1([CH3:42])[CH2:38][CH2:37][C:36]2[C:31](=[CH:32][CH:33]=[C:34](B(O)O)[CH:35]=2)[O:30]1.C(=O)([O-])[O-].[Cs+].[Cs+]. The catalyst is O1CCOCC1.C(OCC)(=O)C.C1C=CC(P(C2C=CC=CC=2)[C-]2C=CC=C2)=CC=1.C1C=CC(P(C2C=CC=CC=2)[C-]2C=CC=C2)=CC=1.Cl[Pd]Cl.[Fe+2]. The product is [CH3:28][C:29]1([CH3:42])[CH2:38][CH2:37][C:36]2[C:31](=[CH:32][CH:33]=[C:34]([C:2]3[C:7](=[O:8])[N:6]([CH2:9][C:10]4[CH:15]=[CH:14][C:13]([C:16]5[C:17]([C:22]#[N:23])=[CH:18][CH:19]=[CH:20][CH:21]=5)=[CH:12][CH:11]=4)[C:5]([CH2:24][CH2:25][CH3:26])=[N:4][C:3]=3[CH3:27])[CH:35]=2)[O:30]1. The yield is 0.490. (2) The reactants are [O:1]=[C:2]1[NH:7][C:6]2[CH:8]=[C:9]([C:12](OC)=[O:13])[CH:10]=[N:11][C:5]=2[N:4]2[CH2:16][CH2:17][C@@H:3]12.[H-].[Na+].[H-].[Al+3].[Li+].[H-].[H-].[H-].[C@H](O)(C([O-])=O)[C@@H](O)C([O-])=O.[Na+].[K+]. The catalyst is O1CCCC1.O.CO. The product is [OH:13][CH2:12][C:9]1[CH:10]=[N:11][C:5]2[N:4]3[CH2:16][CH2:17][C@H:3]3[C:2](=[O:1])[NH:7][C:6]=2[CH:8]=1. The yield is 0.662.